Dataset: Catalyst prediction with 721,799 reactions and 888 catalyst types from USPTO. Task: Predict which catalyst facilitates the given reaction. (1) Reactant: [H-].[Na+].C(OP([CH2:11][C:12]([O:14][CH2:15][CH3:16])=[O:13])(OCC)=O)C.[Br:17][C:18]1[CH:19]=[CH:20][C:21]([N:26]([CH2:28][CH:29]([CH3:31])[CH3:30])[CH3:27])=[C:22]([CH:25]=1)[CH:23]=O.O. Product: [Br:17][C:18]1[CH:19]=[CH:20][C:21]([N:26]([CH2:28][CH:29]([CH3:31])[CH3:30])[CH3:27])=[C:22](/[CH:23]=[CH:11]/[C:12]([O:14][CH2:15][CH3:16])=[O:13])[CH:25]=1. The catalyst class is: 11. (2) Reactant: [O:1]=[C:2]1[C:10]2[C:9]([O:11][CH2:12][CH2:13][CH3:14])=[C:8]3[CH:15]=[CH:16][CH:17]=[CH:18][C:7]3=[C:6]([O:19][CH2:20][CH2:21][CH3:22])[C:5]=2[C:4](=[O:23])[N:3]1[C:24]1[CH:29]=[CH:28][C:27]([CH2:30][C:31]([O:33][CH2:34][CH3:35])=[O:32])=[CH:26][C:25]=1[CH3:36].O1CCCC1.[BH4-].[Na+]. Product: [OH:23][CH:4]1[C:5]2[C:6]([O:19][CH2:20][CH2:21][CH3:22])=[C:7]3[CH:18]=[CH:17][CH:16]=[CH:15][C:8]3=[C:9]([O:11][CH2:12][CH2:13][CH3:14])[C:10]=2[C:2](=[O:1])[N:3]1[C:24]1[CH:29]=[CH:28][C:27]([CH2:30][C:31]([O:33][CH2:34][CH3:35])=[O:32])=[CH:26][C:25]=1[CH3:36]. The catalyst class is: 5. (3) Reactant: [C:1]([C:4]1[C:34](=[O:35])[C@@:8]2([CH3:36])[C:9]3[C:15]([OH:16])=[CH:14][C:13]([O:17][CH3:18])=[C:12]([C:19]([NH:21][CH2:22][C:23]4[C:32]5[C:27](=[CH:28][CH:29]=[CH:30][CH:31]=5)[CH:26]=[CH:25][C:24]=4[CH3:33])=[O:20])[C:10]=3[O:11][C:7]2=[CH:6][C:5]=1[OH:37])(=O)[CH3:2].[CH2:38]([NH2:45])[C:39]1[CH:44]=[CH:43][CH:42]=[CH:41][CH:40]=1. Product: [CH2:38](/[N:45]=[C:1](/[C:4]1[C:34](=[O:35])[C@@:8]2([CH3:36])[C:9]3[C:15]([OH:16])=[CH:14][C:13]([O:17][CH3:18])=[C:12]([C:19]([NH:21][CH2:22][C:23]4[C:32]5[C:27](=[CH:28][CH:29]=[CH:30][CH:31]=5)[CH:26]=[CH:25][C:24]=4[CH3:33])=[O:20])[C:10]=3[O:11][C:7]2=[CH:6][C:5]=1[OH:37])\[CH3:2])[C:39]1[CH:44]=[CH:43][CH:42]=[CH:41][CH:40]=1. The catalyst class is: 2. (4) Reactant: [F:1][C:2]1[CH:7]=[C:6]([C:8]([F:11])([F:10])[F:9])[CH:5]=[CH:4][C:3]=1[CH:12]([C:19]1[C:27]2[C:22](=[C:23]([CH2:28][S:29][CH3:30])[CH:24]=[CH:25][CH:26]=2)[NH:21][CH:20]=1)[CH2:13][C:14](OCC)=[O:15].[H-].[Al+3].[Li+].[H-].[H-].[H-].Cl.ClCCl. Product: [F:1][C:2]1[CH:7]=[C:6]([C:8]([F:11])([F:10])[F:9])[CH:5]=[CH:4][C:3]=1[CH:12]([C:19]1[C:27]2[C:22](=[C:23]([CH2:28][S:29][CH3:30])[CH:24]=[CH:25][CH:26]=2)[NH:21][CH:20]=1)[CH2:13][CH2:14][OH:15]. The catalyst class is: 7. (5) Reactant: Cl[C:2]1[CH:7]=[CH:6][N:5]=[C:4]([C:8]#[N:9])[CH:3]=1.C(=O)([O-])[O-].[K+].[K+].[F:16][C:17]([F:32])([F:31])[C:18]1[CH:23]=[C:22]([C:24]([F:27])([F:26])[F:25])[CH:21]=[CH:20][C:19]=1B(O)O.[Cl-].[NH4+]. Product: [F:16][C:17]([F:31])([F:32])[C:18]1[CH:23]=[C:22]([C:24]([F:25])([F:26])[F:27])[CH:21]=[CH:20][C:19]=1[C:2]1[CH:7]=[CH:6][N:5]=[C:4]([C:8]#[N:9])[CH:3]=1. The catalyst class is: 12.